This data is from Merck oncology drug combination screen with 23,052 pairs across 39 cell lines. The task is: Regression. Given two drug SMILES strings and cell line genomic features, predict the synergy score measuring deviation from expected non-interaction effect. Drug 1: CC1(c2nc3c(C(N)=O)cccc3[nH]2)CCCN1. Drug 2: COC1CC2CCC(C)C(O)(O2)C(=O)C(=O)N2CCCCC2C(=O)OC(C(C)CC2CCC(OP(C)(C)=O)C(OC)C2)CC(=O)C(C)C=C(C)C(O)C(OC)C(=O)C(C)CC(C)C=CC=CC=C1C. Cell line: HT144. Synergy scores: synergy=-6.73.